This data is from Forward reaction prediction with 1.9M reactions from USPTO patents (1976-2016). The task is: Predict the product of the given reaction. (1) Given the reactants [CH:1]([N:4]([C:12]1[S:13][C:14]([C:17]2[CH:18]=[C:19]([C:30]3[CH:35]=[CH:34][CH:33]=[CH:32][CH:31]=3)[C:20]3[N:21]([CH:23]=[C:24]([C:26](=[O:29])[NH:27][CH3:28])[N:25]=3)[CH:22]=2)=[CH:15][N:16]=1)C(=O)OC(C)(C)C)([CH3:3])[CH3:2].C(O)(C(F)(F)F)=O, predict the reaction product. The product is: [CH:1]([NH:4][C:12]1[S:13][C:14]([C:17]2[CH:18]=[C:19]([C:30]3[CH:35]=[CH:34][CH:33]=[CH:32][CH:31]=3)[C:20]3[N:21]([CH:23]=[C:24]([C:26]([NH:27][CH3:28])=[O:29])[N:25]=3)[CH:22]=2)=[CH:15][N:16]=1)([CH3:3])[CH3:2]. (2) Given the reactants [C:1]([O:5][C:6]([N:8]1[CH2:13][CH2:12][CH:11]([NH:14][C:15]2[CH:20]=[CH:19][CH:18]=[CH:17][C:16]=2[C:21]([F:24])([F:23])[F:22])[CH2:10][CH2:9]1)=[O:7])([CH3:4])([CH3:3])[CH3:2].[H-].[Na+].[CH3:27]I, predict the reaction product. The product is: [C:1]([O:5][C:6]([N:8]1[CH2:13][CH2:12][CH:11]([N:14]([CH3:27])[C:15]2[CH:20]=[CH:19][CH:18]=[CH:17][C:16]=2[C:21]([F:24])([F:22])[F:23])[CH2:10][CH2:9]1)=[O:7])([CH3:4])([CH3:2])[CH3:3]. (3) The product is: [N:32]1[CH:33]=[CH:34][CH:35]=[CH:36][C:31]=1[C:28]1[CH:29]=[N:30][C:25]([N:13]2[CH2:14][C:15]3[C:16](=[O:41])[C:17]4[CH:18]=[CH:19][CH:20]=[CH:21][C:22]=4[NH:23][C:24]=3[CH:12]2[CH:4]2[CH2:5][CH:6]3[CH2:11][CH:10]=[CH:9][CH:8]=[C:7]3[O:3]2)=[N:26][CH:27]=1. Given the reactants [H-].[Na+].[O:3]1[C:7]2[CH:8]=[CH:9][CH:10]=[CH:11][C:6]=2[CH2:5][CH:4]1[CH:12]1[C:24]2[NH:23][C:22]3[C:17](=[CH:18][CH:19]=[CH:20][CH:21]=3)[C:16]=2[CH2:15][CH2:14][N:13]1[C:25]1[N:30]=[CH:29][C:28]([C:31]2[CH:36]=[CH:35][CH:34]=[CH:33][N:32]=2)=[CH:27][N:26]=1.CN(C=[O:41])C, predict the reaction product. (4) The product is: [NH:9]1[C:8]2[CH2:10][CH2:11][CH2:12][S:13][C:7]=2[C:6](=[O:14])[NH:5][C:4]1=[O:18]. Given the reactants C(S[C:4]1[NH:5][C:6](=[O:14])[C:7]2[S:13][CH2:12][CH2:11][CH2:10][C:8]=2[N:9]=1)C.Cl.CC(O)=[O:18], predict the reaction product. (5) The product is: [CH3:1][C:2]1[CH:3]=[N+:4]([O-:17])[CH:5]=[C:6]([CH3:8])[CH:7]=1. Given the reactants [CH3:1][C:2]1[CH:3]=[N:4][CH:5]=[C:6]([CH3:8])[CH:7]=1.C1C=C(Cl)C=C(C(OO)=[O:17])C=1.CCOC(C)=O, predict the reaction product. (6) Given the reactants C([O:4][C@H:5]1[CH2:22][CH2:21][C@@:20]2([CH3:23])[C@@H:7]([CH2:8][CH2:9][C@:10]3([CH3:50])[C@@H:19]2[CH2:18][CH2:17][C@H:16]2[C@@:11]3([CH3:49])[CH2:12][CH2:13][C@@:14]3([C:30]([N:32]4[CH2:36][CH2:35][CH2:34][CH:33]4[C:37]4[NH:38][C:39]([C:42]5[CH:47]=[CH:46][C:45]([Cl:48])=[CH:44][CH:43]=5)=[CH:40][N:41]=4)=[O:31])[CH2:26][CH2:25][C@@H:24]([C:27]([CH3:29])=[CH2:28])[C@@H:15]32)[C:6]1([CH3:52])[CH3:51])(=O)C.C(=O)([O-])[O-].[K+].[K+], predict the reaction product. The product is: [Cl:48][C:45]1[CH:44]=[CH:43][C:42]([C:39]2[NH:38][C:37]([CH:33]3[CH2:34][CH2:35][CH2:36][N:32]3[C:30]([C@:14]34[CH2:26][CH2:25][C@@H:24]([C:27]([CH3:29])=[CH2:28])[C@@H:15]3[C@@H:16]3[C@@:11]([CH3:49])([CH2:12][CH2:13]4)[C@@:10]4([CH3:50])[C@@H:19]([C@:20]5([CH3:23])[C@@H:7]([CH2:8][CH2:9]4)[C:6]([CH3:51])([CH3:52])[C@@H:5]([OH:4])[CH2:22][CH2:21]5)[CH2:18][CH2:17]3)=[O:31])=[N:41][CH:40]=2)=[CH:47][CH:46]=1. (7) Given the reactants [Cl:1][C:2]1[CH:8]=[CH:7][CH:6]=[C:5]([N+:9]([O-])=O)[C:3]=1[NH2:4].N1[CH:17]=[CH:16][CH:15]=[CH:14]C=1.C1(C(Cl)=O)CC1.N, predict the reaction product. The product is: [Cl:1][C:2]1[C:3]2[NH:4][C:14]([CH:15]3[CH2:17][CH2:16]3)=[N:9][C:5]=2[CH:6]=[CH:7][CH:8]=1.